Predict the reaction yield, written as a fraction of the theoretical maximum amount of product (1.0 means a 100% yield; for example, 0.34 means a 34% yield). From a dataset of Reaction yield outcomes from USPTO patents with 853,638 reactions. (1) The reactants are Br[C:2]1[C:7]2[O:8][C:9]3[NH:14][CH:13]([C:15]([O:17][C:18]([CH3:21])([CH3:20])[CH3:19])=[O:16])[CH2:12][CH:11]([CH3:22])[C:10]=3[C:6]=2[CH:5]=[C:4]([Cl:23])[CH:3]=1.[C:24]1([S:30]([O-:32])=[O:31])[CH:29]=[CH:28][CH:27]=[CH:26][CH:25]=1.[Na+].C(=O)([O-])[O-].[Cs+].[Cs+].CC1(C)C2C(=C(P(C3C=CC=CC=3)C3C=CC=CC=3)C=CC=2)OC2C(P(C3C=CC=CC=3)C3C=CC=CC=3)=CC=CC1=2. The catalyst is C1(C)C=CC=CC=1. The product is [Cl:23][C:4]1[CH:3]=[C:2]([S:30]([C:24]2[CH:29]=[CH:28][CH:27]=[CH:26][CH:25]=2)(=[O:32])=[O:31])[C:7]2[O:8][C:9]3[NH:14][CH:13]([C:15]([O:17][C:18]([CH3:21])([CH3:20])[CH3:19])=[O:16])[CH2:12][CH:11]([CH3:22])[C:10]=3[C:6]=2[CH:5]=1. The yield is 0.290. (2) The reactants are [CH2:1]([N:8]1[C:12]([CH3:13])=[C:11]([C:14]([O:16]C)=[O:15])[CH:10]=[N:9]1)[C:2]1[CH:7]=[CH:6][CH:5]=[CH:4][CH:3]=1.O.[OH-].[Li+].O1CCCC1.Cl. The catalyst is O.CO. The product is [CH2:1]([N:8]1[C:12]([CH3:13])=[C:11]([C:14]([OH:16])=[O:15])[CH:10]=[N:9]1)[C:2]1[CH:7]=[CH:6][CH:5]=[CH:4][CH:3]=1. The yield is 0.400. (3) The reactants are [CH2:1]([C@@H:8]1[CH2:12][O:11][C:10](=[O:13])[N:9]1[C:14](=[O:42])[C@H:15]([CH2:19][S:20]([N:23]1[CH2:28][CH2:27]N(C2N=CC(C3C=CC(F)=CC=3)=CN=2)[CH2:25][CH2:24]1)(=[O:22])=[O:21])[CH:16]([CH3:18])[CH3:17])[C:2]1[CH:7]=[CH:6][CH:5]=[CH:4][CH:3]=1.[Cl:43][C:44]1[CH:49]=[CH:48][C:47]([C:50]2[CH:51]=[N:52][C:53]([CH:56]3CCNCC3)=[N:54][CH:55]=2)=[CH:46][CH:45]=1.C([C@@H]1COC(=O)N1C(=O)[C@H](CS(Cl)(=O)=O)C(C)C)C1C=CC=CC=1. No catalyst specified. The product is [CH2:1]([C@@H:8]1[CH2:12][O:11][C:10](=[O:13])[N:9]1[C:14](=[O:42])[C@H:15]([CH2:19][S:20]([N:23]1[CH2:28][CH2:27][CH:56]([C:53]2[N:52]=[CH:51][C:50]([C:47]3[CH:48]=[CH:49][C:44]([Cl:43])=[CH:45][CH:46]=3)=[CH:55][N:54]=2)[CH2:25][CH2:24]1)(=[O:21])=[O:22])[CH:16]([CH3:18])[CH3:17])[C:2]1[CH:7]=[CH:6][CH:5]=[CH:4][CH:3]=1. The yield is 1.00. (4) The reactants are [NH2:1][C:2]1[C:7]([CH:8]=O)=[C:6]([CH:10]2[CH2:15][CH2:14][CH2:13][N:12]([C:16]([O:18][C:19]([CH3:22])([CH3:21])[CH3:20])=[O:17])[CH2:11]2)[CH:5]=[C:4]([C:23]2[CH:28]=[CH:27][CH:26]=[CH:25][C:24]=2[OH:29])[N:3]=1.[C:30](OCC)(=[O:37])[CH2:31][C:32]([O:34][CH2:35][CH3:36])=[O:33].N1CCCCC1. The catalyst is C(O)C. The product is [C:19]([O:18][C:16]([N:12]1[CH2:13][CH2:14][CH2:15][CH:10]([C:6]2[CH:5]=[C:4]([C:23]3[CH:28]=[CH:27][CH:26]=[CH:25][C:24]=3[OH:29])[N:3]=[C:2]3[C:7]=2[CH:8]=[C:31]([C:32]([O:34][CH2:35][CH3:36])=[O:33])[C:30](=[O:37])[NH:1]3)[CH2:11]1)=[O:17])([CH3:21])([CH3:22])[CH3:20]. The yield is 0.710. (5) The reactants are C(OC([NH:8][C@@H:9]([CH3:42])[C:10]([NH:12][CH2:13][C:14]1[S:18][CH:17]=[C:16]([N:19]2[C:23]([C:24]([NH:26][CH2:27][C:28]3[CH:37]=[CH:36][CH:35]=[CH:34][C:29]=3[C:30]([O:32][CH3:33])=[O:31])=[O:25])=[CH:22][C:21]([C:38]([F:41])([F:40])[F:39])=[N:20]2)[CH:15]=1)=[O:11])=O)(C)(C)C.C(O)(C(F)(F)F)=O. The catalyst is C(Cl)Cl. The product is [NH2:8][C@@H:9]([CH3:42])[C:10]([NH:12][CH2:13][C:14]1[S:18][CH:17]=[C:16]([N:19]2[C:23]([C:24]([NH:26][CH2:27][C:28]3[CH:37]=[CH:36][CH:35]=[CH:34][C:29]=3[C:30]([O:32][CH3:33])=[O:31])=[O:25])=[CH:22][C:21]([C:38]([F:39])([F:41])[F:40])=[N:20]2)[CH:15]=1)=[O:11]. The yield is 0.990. (6) The yield is 0.930. The catalyst is CO.[Pd]. The product is [CH2:8]([CH:5]([CH2:6][CH3:7])[CH:4]([NH2:1])[C:10]1[N:14]([CH2:15][C:16]2[CH:17]=[CH:18][C:19]([O:22][CH3:23])=[CH:20][CH:21]=2)[N:13]=[CH:12][CH:11]=1)[CH3:9]. The reactants are [N:1]([CH:4]([C:10]1[N:14]([CH2:15][C:16]2[CH:21]=[CH:20][C:19]([O:22][CH3:23])=[CH:18][CH:17]=2)[N:13]=[CH:12][CH:11]=1)[CH:5]([CH2:8][CH3:9])[CH2:6][CH3:7])=[N+]=[N-]. (7) The product is [ClH:26].[CH3:1][O:2][C:3]1[CH:8]=[CH:7][C:6]([NH:9][NH2:10])=[CH:5][C:4]=1[CH3:25]. The reactants are [CH3:1][O:2][C:3]1[CH:8]=[CH:7][C:6]([N:9](C(OC(C)(C)C)=O)[NH:10]C(OC(C)(C)C)=O)=[CH:5][C:4]=1[CH3:25].[ClH:26]. The catalyst is O1CCOCC1. The yield is 0.950. (8) The reactants are [CH3:1][N:2]([CH2:22][C:23]1[N:24]([CH3:32])[C:25]2[C:30]([CH:31]=1)=[CH:29][CH:28]=[CH:27][CH:26]=2)[C:3](/[CH:5]=[CH:6]/[C:7]1[CH:21]=[N:20][C:10]2[NH:11][C:12](=[O:19])[N:13]([CH2:15][C:16](O)=[O:17])[CH2:14][C:9]=2[CH:8]=1)=[O:4].[ClH:33].C[N:35]1[CH2:41][C:40]2C=C(/C=C/C(O)=O)C=N[C:39]=2[NH:38][C:37](=O)[CH2:36]1.CN1CCNCC1.CNCC1C=CC2C(=CC=CC=2)C=1CCC. No catalyst specified. The product is [ClH:33].[CH3:1][N:2]([CH2:22][C:23]1[N:24]([CH3:32])[C:25]2[C:30]([CH:31]=1)=[CH:29][CH:28]=[CH:27][CH:26]=2)[C:3](=[O:4])/[CH:5]=[CH:6]/[C:7]1[CH:21]=[N:20][C:10]2[NH:11][C:12](=[O:19])[N:13]([CH2:15][C:16]([N:35]3[CH2:36][CH2:37][N:38]([CH3:39])[CH2:40][CH2:41]3)=[O:17])[CH2:14][C:9]=2[CH:8]=1. The yield is 0.430. (9) The reactants are [CH3:1][NH:2][C:3]([C:5]1[C:6]([CH3:16])=[N:7][O:8][C:9]=1[C:10]1[CH:15]=[CH:14][CH:13]=[CH:12][CH:11]=1)=[O:4].C([Li])CCC.[C:22](#N)[C:23]1[CH:28]=[CH:27][CH:26]=[CH:25][CH:24]=1. The catalyst is C1COCC1. The product is [CH3:1][N:2]1[C:22]([C:23]2[CH:28]=[CH:27][CH:26]=[CH:25][CH:24]=2)=[CH:16][C:6]2=[N:7][O:8][C:9]([C:10]3[CH:15]=[CH:14][CH:13]=[CH:12][CH:11]=3)=[C:5]2[C:3]1=[O:4]. The yield is 0.480.